Dataset: Reaction yield outcomes from USPTO patents with 853,638 reactions. Task: Predict the reaction yield, written as a fraction of the theoretical maximum amount of product (1.0 means a 100% yield; for example, 0.34 means a 34% yield). (1) The reactants are [CH2:1]([O:3][C:4]1[CH:14]=[CH:13][C:7]([C:8]([O:10]CC)=[O:9])=[CH:6][C:5]=1[CH3:15])[CH3:2].[OH-].[Na+].Cl. The catalyst is O.CO. The product is [CH2:1]([O:3][C:4]1[CH:14]=[CH:13][C:7]([C:8]([OH:10])=[O:9])=[CH:6][C:5]=1[CH3:15])[CH3:2]. The yield is 0.640. (2) The catalyst is C(O)C. The reactants are [O-]CC.[Na+].C1(C)C=CC(S([O-])(=O)=O)=CC=1.[CH2:16]([O:18][C:19]([CH:21]([C:35]([O:37][CH2:38][CH3:39])=[O:36])[C:22]([C:28]1[CH:33]=[CH:32][C:31]([F:34])=[CH:30][CH:29]=1)([CH3:27])[CH2:23][S+](C)C)=[O:20])[CH3:17]. The product is [CH2:16]([O:18][C:19]([C:21]1([C:35]([O:37][CH2:38][CH3:39])=[O:36])[CH2:23][C:22]1([C:28]1[CH:33]=[CH:32][C:31]([F:34])=[CH:30][CH:29]=1)[CH3:27])=[O:20])[CH3:17]. The yield is 0.750. (3) The reactants are [CH3:1][C:2]([CH3:23])([CH3:22])[C@H:3]([OH:21])[CH2:4][CH2:5][C:6]1[O:7][C:8]([C:11]2[CH:16]=[CH:15][C:14]([C:17]([F:20])([F:19])[F:18])=[CH:13][CH:12]=2)=[N:9][N:10]=1.[N:24]([C@@H:27]([CH2:32][CH2:33][CH2:34][CH3:35])[C:28]([O:30]C)=O)=[C:25]=[O:26].O.[OH-].[Li+].[C:39]1([P:45](=[CH:58][C:59]#[N:60])([C:52]2[CH:57]=[CH:56][CH:55]=[CH:54][CH:53]=2)[C:46]2[CH:51]=[CH:50][CH:49]=[CH:48][CH:47]=2)[CH:44]=[CH:43][CH:42]=[CH:41][CH:40]=1. The catalyst is C1(C)C=CC=CC=1.CN(C)C1C=CN=CC=1.O. The product is [C:59]([C:58](=[P:45]([C:46]1[CH:51]=[CH:50][CH:49]=[CH:48][CH:47]=1)([C:39]1[CH:40]=[CH:41][CH:42]=[CH:43][CH:44]=1)[C:52]1[CH:57]=[CH:56][CH:55]=[CH:54][CH:53]=1)[C:28]([C@@H:27]([NH:24][C:25](=[O:26])[O:21][C@H:3]([CH2:4][CH2:5][C:6]1[O:7][C:8]([C:11]2[CH:16]=[CH:15][C:14]([C:17]([F:20])([F:19])[F:18])=[CH:13][CH:12]=2)=[N:9][N:10]=1)[C:2]([CH3:23])([CH3:22])[CH3:1])[CH2:32][CH2:33][CH2:34][CH3:35])=[O:30])#[N:60]. The yield is 0.130. (4) The product is [Na+:58].[CH3:45][C:44]1[C:39]([CH2:38][S:36]([C:28]2[N:27]([S:24]([C:21]3[CH:22]=[CH:23][C:18]([O:17][CH:14]([CH2:15][CH3:16])[C:13]([O-:52])=[O:12])=[CH:19][CH:20]=3)(=[O:25])=[O:26])[C:31]3[CH:32]=[CH:33][CH:34]=[CH:35][C:30]=3[N:29]=2)=[O:37])=[N:40][CH:41]=[CH:42][C:43]=1[O:46][CH2:47][C:48]([F:50])([F:49])[F:51]. The catalyst is CC#N.O. The yield is 0.580. The reactants are C1(C)C=CC(S(CC[O:12][C:13](=[O:52])[CH:14]([O:17][C:18]2[CH:23]=[CH:22][C:21]([S:24]([N:27]3[C:31]4[CH:32]=[CH:33][CH:34]=[CH:35][C:30]=4[N:29]=[C:28]3[S:36]([CH2:38][C:39]3[C:44]([CH3:45])=[C:43]([O:46][CH2:47][C:48]([F:51])([F:50])[F:49])[CH:42]=[CH:41][N:40]=3)=[O:37])(=[O:26])=[O:25])=[CH:20][CH:19]=2)[CH2:15][CH3:16])(=O)=O)=CC=1.C([O-])(O)=O.[Na+:58]. (5) The reactants are CO[C:3]([CH2:5][CH2:6][C@H:7]([NH2:11])[C:8]([OH:10])=[O:9])=[O:4].C(CC(=O)C)(=O)C.[C:19]([NH2:23])(C)(C)[CH3:20].C(N)C. The catalyst is CO. The product is [NH2:11][C@H:7]([C:8]([OH:10])=[O:9])[CH2:6][CH2:5][C:3]([NH:23][CH2:19][CH3:20])=[O:4]. The yield is 0.667. (6) The reactants are [F:1][C:2]1[CH:3]=[C:4]([N:15]2[C:19]([CH3:21])([CH3:20])[C:18](=[O:22])[N:17]([C:23]3[CH:30]=[CH:29][C:26]([C:27]#[N:28])=[C:25]([C:31]([F:34])([F:33])[F:32])[CH:24]=3)[C:16]2=[S:35])[CH:5]=[CH:6][C:7]=1[O:8][CH:9]1[CH2:14][CH2:13][NH:12][CH2:11][CH2:10]1.C=O.[C:38]([BH3-])#N.[Na+].O. The catalyst is CO.[Cl-].[Zn+2].[Cl-]. The product is [F:1][C:2]1[CH:3]=[C:4]([N:15]2[C:19]([CH3:21])([CH3:20])[C:18](=[O:22])[N:17]([C:23]3[CH:30]=[CH:29][C:26]([C:27]#[N:28])=[C:25]([C:31]([F:34])([F:32])[F:33])[CH:24]=3)[C:16]2=[S:35])[CH:5]=[CH:6][C:7]=1[O:8][CH:9]1[CH2:10][CH2:11][N:12]([CH3:38])[CH2:13][CH2:14]1. The yield is 0.626. (7) The product is [CH:26]1([CH2:25][C@H:21]([NH:20][C:18](=[O:19])[O:17][C:13]([CH3:16])([CH3:15])[CH3:14])[C:22]([N:3]([CH3:4])[CH3:2])=[O:23])[CH2:31][CH2:30][CH2:29][CH2:28][CH2:27]1. The yield is 0.690. The reactants are C[CH2:2][N:3]=[C:4]=NCCCN(C)C.Cl.[C:13]([O:17][C:18]([NH:20][C@@H:21]([CH2:25][CH:26]1[CH2:31][CH2:30][CH2:29][CH2:28][CH2:27]1)[C:22](O)=[O:23])=[O:19])([CH3:16])([CH3:15])[CH3:14].C(N(C(C)C)CC)(C)C.C1C=CC2N(O)N=NC=2C=1.CNC. The catalyst is CN(C1C=CN=CC=1)C.CN(C=O)C.C1COCC1. (8) The reactants are [C:1]([C:3]1[CH:4]=[C:5]([CH:10]=[CH:11][N:12]=1)[C:6]([O:8]C)=[O:7])#[N:2].Cl.[CH3:14]O. The catalyst is [Pd]. The product is [CH:1]1[N:2]=[CH:14][N:12]2[CH:11]=[CH:10][C:5]([C:6]([OH:8])=[O:7])=[CH:4][C:3]=12. The yield is 0.730.